Dataset: Forward reaction prediction with 1.9M reactions from USPTO patents (1976-2016). Task: Predict the product of the given reaction. (1) Given the reactants [C:1]([NH:5][C:6]([C:8]1([C:11]2[CH:16]=[CH:15][CH:14]=[C:13]([O:17]C)[CH:12]=2)[CH2:10][CH2:9]1)=[O:7])([CH3:4])([CH3:3])[CH3:2].B(Br)(Br)Br.ClCCl, predict the reaction product. The product is: [C:1]([NH:5][C:6]([C:8]1([C:11]2[CH:16]=[CH:15][CH:14]=[C:13]([OH:17])[CH:12]=2)[CH2:9][CH2:10]1)=[O:7])([CH3:4])([CH3:2])[CH3:3]. (2) Given the reactants [C:1]1([C:15]([OH:17])=O)[C:10]2[C:9]3[N:11]=[CH:12][CH:13]=[CH:14][C:8]=3[CH2:7][CH2:6][CH2:5][C:4]=2[NH:3][N:2]=1.[N:18]1([CH2:22][CH2:23][CH2:24][N:25]2[CH:29]=[CH:28][C:27]([NH2:30])=[N:26]2)[CH2:21][CH2:20][CH2:19]1.CCN=C=NCCCN(C)C, predict the reaction product. The product is: [N:18]1([CH2:22][CH2:23][CH2:24][N:25]2[CH:29]=[CH:28][C:27]([NH:30][C:15]([C:1]3[C:10]4[C:9]5[N:11]=[CH:12][CH:13]=[CH:14][C:8]=5[CH2:7][CH2:6][CH2:5][C:4]=4[NH:3][N:2]=3)=[O:17])=[N:26]2)[CH2:19][CH2:20][CH2:21]1. (3) Given the reactants [CH2:1]([Li])CCC.[CH2:6]([O:8][C@H:9]1[CH2:13][N:12]([C:14]([O:16][CH2:17][C:18]2[CH:23]=[CH:22][CH:21]=[CH:20][CH:19]=2)=[O:15])[CH:11]([CH:24]=O)[CH2:10]1)[CH3:7], predict the reaction product. The product is: [CH2:6]([O:8][C@H:9]1[CH2:13][N:12]([C:14]([O:16][CH2:17][C:18]2[CH:19]=[CH:20][CH:21]=[CH:22][CH:23]=2)=[O:15])[CH:11]([CH:24]=[CH2:1])[CH2:10]1)[CH3:7]. (4) Given the reactants [CH:1]1[C:14]2[C:5](=[CH:6][C:7]3[C:12]([C:13]=2[C:15]2[CH:16]=[C:17]([CH:20]=[C:21](Br)[CH:22]=2)[CH:18]=[O:19])=[CH:11][CH:10]=[CH:9][CH:8]=3)[CH:4]=[CH:3][CH:2]=1.B1([C:32]2[CH:37]=[CH:36][CH:35]=[N:34][CH:33]=2)OCC(C)(C)CO1.C(=O)([O-])[O-].[Na+].[Na+], predict the reaction product. The product is: [CH:1]1[C:14]2[C:5](=[CH:6][C:7]3[C:12]([C:13]=2[C:15]2[CH:16]=[C:17]([CH:20]=[C:21]([C:32]4[CH:33]=[N:34][CH:35]=[CH:36][CH:37]=4)[CH:22]=2)[CH:18]=[O:19])=[CH:11][CH:10]=[CH:9][CH:8]=3)[CH:4]=[CH:3][CH:2]=1. (5) Given the reactants F[C:2]1[C:7]([C:8]([O:10][CH2:11][CH3:12])=[O:9])=[C:6]([C:13]2[CH:18]=[CH:17][C:16]([CH3:19])=[CH:15][CH:14]=2)[C:5]([C:20]([O:22][CH3:23])=[O:21])=[C:4]([CH3:24])[N:3]=1.[CH3:25][O:26][CH2:27][CH2:28][NH2:29].CCN(C(C)C)C(C)C.ClCCCl, predict the reaction product. The product is: [CH3:25][O:26][CH2:27][CH2:28][NH:29][C:2]1[C:7]([C:8]([O:10][CH2:11][CH3:12])=[O:9])=[C:6]([C:13]2[CH:18]=[CH:17][C:16]([CH3:19])=[CH:15][CH:14]=2)[C:5]([C:20]([O:22][CH3:23])=[O:21])=[C:4]([CH3:24])[N:3]=1. (6) Given the reactants C(OC(=O)[NH:7][CH2:8][CH:9]1[C:18]2[C:13](=[CH:14][C:15]([NH:19][S:20]([C:23]3[CH:28]=[CH:27][CH:26]=[C:25]([F:29])[CH:24]=3)(=[O:22])=[O:21])=[CH:16][CH:17]=2)[CH2:12][CH2:11][CH2:10]1)(C)(C)C.[C:31](=O)([O-])[O-].[K+].[K+].IC, predict the reaction product. The product is: [NH2:7][CH2:8][CH:9]1[CH2:10][CH2:11][CH2:12][C:13]2[CH:14]=[C:15]([N:19]([CH3:31])[S:20]([C:23]3[CH:28]=[CH:27][CH:26]=[C:25]([F:29])[CH:24]=3)(=[O:22])=[O:21])[CH:16]=[CH:17][C:18]1=2.